Dataset: Reaction yield outcomes from USPTO patents with 853,638 reactions. Task: Predict the reaction yield, written as a fraction of the theoretical maximum amount of product (1.0 means a 100% yield; for example, 0.34 means a 34% yield). The reactants are [CH2:1]([P:3]([O-:9])[O:4][CH2:5][CH2:6][CH2:7][CH3:8])[CH3:2].C([Li])CCC.B(F)(F)F.[CH3:19][CH2:20][O:21]CC.C1OC1.[Cl-].[NH4+]. The catalyst is C1(C)C=CC=CC=1.CCCCCC. The product is [CH2:1]([P:3]([CH2:19][CH2:20][OH:21])(=[O:9])[O:4][CH2:5][CH2:6][CH2:7][CH3:8])[CH3:2]. The yield is 0.730.